From a dataset of Full USPTO retrosynthesis dataset with 1.9M reactions from patents (1976-2016). Predict the reactants needed to synthesize the given product. The reactants are: [C:1]([O:5][C:6](=[O:18])[NH:7][CH2:8][CH2:9][C:10]1[CH:15]=[CH:14][C:13]([CH2:16][OH:17])=[CH:12][CH:11]=1)([CH3:4])([CH3:3])[CH3:2]. Given the product [C:1]([O:5][C:6](=[O:18])[NH:7][CH2:8][CH2:9][C:10]1[CH:15]=[CH:14][C:13]([CH:16]=[O:17])=[CH:12][CH:11]=1)([CH3:4])([CH3:2])[CH3:3], predict the reactants needed to synthesize it.